From a dataset of Forward reaction prediction with 1.9M reactions from USPTO patents (1976-2016). Predict the product of the given reaction. (1) Given the reactants [CH:1]1([C:4]2[CH:9]=[C:8]([CH3:10])[C:7]([NH:11][C:12]([NH:14][C:15]3[CH:16]=[C:17]([C:36]4[CH:41]=[CH:40][C:39]([O:42][CH3:43])=[CH:38][CH:37]=4)[CH:18]=[CH:19][C:20]=3[C:21]([NH:23][C@H:24]([C:32]([O:34]C)=[O:33])[C@@H:25]([CH3:31])OC(C)(C)C)=[O:22])=[O:13])=[C:6]([CH3:44])[CH:5]=2)[CH2:3][CH2:2]1.[Li+].[OH-], predict the reaction product. The product is: [CH:25]1([C@H:24]([NH:23][C:21]([C:20]2[CH:19]=[CH:18][C:17]([C:36]3[CH:41]=[CH:40][C:39]([O:42][CH3:43])=[CH:38][CH:37]=3)=[CH:16][C:15]=2[NH:14][C:12]([NH:11][C:7]2[C:6]([CH3:44])=[CH:5][C:4]([CH:1]3[CH2:3][CH2:2]3)=[CH:9][C:8]=2[CH3:10])=[O:13])=[O:22])[C:32]([OH:34])=[O:33])[CH2:3][CH2:2][CH2:1][CH2:4][CH2:31]1. (2) The product is: [Cl:4][C:7]([C:10]1[CH:15]=[CH:14][C:13]([CH:16]2[CH2:21][CH2:20][N:19]([C:22]([O:24][C:25]([CH3:28])([CH3:27])[CH3:26])=[O:23])[CH2:18][CH:17]2[O:29][CH2:30][C:31]2[CH:32]=[CH:33][C:34]3[O:39][CH2:38][C:37](=[O:40])[N:36]([CH2:41][CH2:42][CH2:43][O:44][CH3:45])[C:35]=3[CH:46]=2)=[CH:12][CH:11]=1)=[O:8]. Given the reactants C(Cl)(=O)C([Cl:4])=O.[C:7]([C:10]1[CH:15]=[CH:14][C:13]([CH:16]2[CH2:21][CH2:20][N:19]([C:22]([O:24][C:25]([CH3:28])([CH3:27])[CH3:26])=[O:23])[CH2:18][CH:17]2[O:29][CH2:30][C:31]2[CH:32]=[CH:33][C:34]3[O:39][CH2:38][C:37](=[O:40])[N:36]([CH2:41][CH2:42][CH2:43][O:44][CH3:45])[C:35]=3[CH:46]=2)=[CH:12][CH:11]=1)(O)=[O:8], predict the reaction product. (3) Given the reactants [CH:1]1[C:9]2[C:8]3[CH:10]=[CH:11][CH:12]=[CH:13][C:7]=3[O:6][C:5]=2C=[CH:3][CH:2]=1.CN(C)[CH2:16][CH2:17]N(C)C.[CH:22]([Li])(CC)C.CI.[Cl-].[NH4+], predict the reaction product. The product is: [CH3:22][C:13]1[C:7]2[O:6][C:5]3[C:16]([CH3:17])=[CH:3][CH:2]=[CH:1][C:9]=3[C:8]=2[CH:10]=[CH:11][CH:12]=1. (4) Given the reactants [CH3:1][O:2][C:3]1[CH:4]=[C:5]2[C:10](=[CH:11][C:12]=1[O:13][CH3:14])[N:9]=[CH:8][CH:7]=[C:6]2[O:15][C:16]1[C:22]([CH3:23])=[CH:21][C:19]([NH2:20])=[C:18]([CH3:24])[CH:17]=1.Cl[C:26](Cl)([O:28]C(=O)OC(Cl)(Cl)Cl)Cl.[CH3:37][CH2:38][CH:39]([OH:43])[CH2:40][C:41]#[CH:42].C(=O)(O)[O-].[Na+], predict the reaction product. The product is: [CH3:1][O:2][C:3]1[CH:4]=[C:5]2[C:10](=[CH:11][C:12]=1[O:13][CH3:14])[N:9]=[CH:8][CH:7]=[C:6]2[O:15][C:16]1[C:22]([CH3:23])=[CH:21][C:19]([NH:20][C:26](=[O:28])[O:43][CH:39]([CH2:38][CH3:37])[CH2:40][C:41]#[CH:42])=[C:18]([CH3:24])[CH:17]=1. (5) Given the reactants [F:1][C:2]1([F:31])[CH2:30][C:6]2[S:7][C:8]([NH:19][C:20]([C:22]3[CH2:26][CH2:25][CH2:24][C:23]=3[C:27]([OH:29])=[O:28])=[O:21])=[C:9]([C:10]3[O:14][N:13]=[C:12]([C:15]([F:18])([F:17])[F:16])[N:11]=3)[C:5]=2[CH2:4][CH2:3]1.[C:32]12C(=O)OC(=O)C=1CCCC2, predict the reaction product. The product is: [F:31][C:2]1([F:1])[CH2:30][C:6]2[S:7][C:8]([NH:19][C:20]([C:22]3[CH2:26][CH2:32][CH2:25][CH2:24][C:23]=3[C:27]([OH:29])=[O:28])=[O:21])=[C:9]([C:10]3[O:14][N:13]=[C:12]([C:15]([F:17])([F:18])[F:16])[N:11]=3)[C:5]=2[CH2:4][CH2:3]1. (6) Given the reactants [CH3:1][O:2][C:3]1[CH:4]=[C:5]2[C:10](=[CH:11][C:12]=1[O:13][CH3:14])[N:9]=[CH:8][CH:7]=[C:6]2[O:15][C:16]1[CH:26]=[CH:25][C:19]([O:20][CH2:21][C:22]([OH:24])=O)=[CH:18][CH:17]=1.CCN=C=NCCCN(C)C.Cl.C1C=CC2N(O)N=NC=2C=1.[NH2:49][C:50]1[C:51]([CH3:56])=[CH:52][CH:53]=[CH:54][CH:55]=1.C(=O)([O-])O.[Na+], predict the reaction product. The product is: [CH3:56][C:51]1[CH:52]=[CH:53][CH:54]=[CH:55][C:50]=1[NH:49][C:22](=[O:24])[CH2:21][O:20][C:19]1[CH:25]=[CH:26][C:16]([O:15][C:6]2[C:5]3[C:10](=[CH:11][C:12]([O:13][CH3:14])=[C:3]([O:2][CH3:1])[CH:4]=3)[N:9]=[CH:8][CH:7]=2)=[CH:17][CH:18]=1.